Dataset: TCR-epitope binding with 47,182 pairs between 192 epitopes and 23,139 TCRs. Task: Binary Classification. Given a T-cell receptor sequence (or CDR3 region) and an epitope sequence, predict whether binding occurs between them. (1) The epitope is KTSVDCTMYI. The TCR CDR3 sequence is CASSWTANTEAFF. Result: 0 (the TCR does not bind to the epitope). (2) The epitope is GLIYNRMGAVTTEV. The TCR CDR3 sequence is CASSGPGGEQYF. Result: 0 (the TCR does not bind to the epitope). (3) The epitope is GLIYNRMGAVTTEV. The TCR CDR3 sequence is CASSYLGSGEQYF. Result: 1 (the TCR binds to the epitope). (4) The epitope is RPPIFIRRL. The TCR CDR3 sequence is CATATGTGSNTEAFF. Result: 1 (the TCR binds to the epitope). (5) The epitope is PKYVKQNTLKLAT. The TCR CDR3 sequence is CATSDSIGGPYNEQFF. Result: 1 (the TCR binds to the epitope). (6) The TCR CDR3 sequence is RASSLISGFGTGELFF. The epitope is HPKVSSEVHI. Result: 0 (the TCR does not bind to the epitope).